This data is from Forward reaction prediction with 1.9M reactions from USPTO patents (1976-2016). The task is: Predict the product of the given reaction. (1) Given the reactants [Cl:1][CH2:2][C:3]1[CH:7]=[C:6]([C:8]2[C:9]([NH:14][C:15](=[O:21])[O:16][C:17]([CH3:20])([CH3:19])[CH3:18])=[N:10][CH:11]=[CH:12][CH:13]=2)[O:5][N:4]=1.[C:22](O[C:22]([O:24][C:25]([CH3:28])([CH3:27])[CH3:26])=[O:23])([O:24][C:25]([CH3:28])([CH3:27])[CH3:26])=[O:23].C(OCC)(=O)C.O.[Cl-].[Na+], predict the reaction product. The product is: [C:17]([O:16][C:15]([N:14]([C:9]1[C:8]([C:6]2[O:5][N:4]=[C:3]([CH2:2][Cl:1])[CH:7]=2)=[CH:13][CH:12]=[CH:11][N:10]=1)[C:22]([O:24][C:25]([CH3:28])([CH3:27])[CH3:26])=[O:23])=[O:21])([CH3:18])([CH3:20])[CH3:19]. (2) The product is: [NH:21]1[C:29]2[C:24](=[CH:25][CH:26]=[CH:27][CH:28]=2)[C:23]([CH:7]2[C:8]3[C:13](=[CH:12][CH:11]=[CH:10][CH:9]=3)[C:14]3[CH:1]=[CH:2][CH:3]=[CH:4][C:5]=3[N:6]2[C:15](=[O:19])[CH:16]([CH3:18])[CH3:17])=[CH:22]1. Given the reactants [CH:1]1[C:14]2[C:5](=[N:6][CH:7]=[C:8]3[C:13]=2[CH:12]=[CH:11][CH:10]=[CH:9]3)[CH:4]=[CH:3][CH:2]=1.[C:15](Cl)(=[O:19])[CH:16]([CH3:18])[CH3:17].[NH:21]1[C:29]2[C:24](=[CH:25][CH:26]=[CH:27][CH:28]=2)[CH:23]=[CH:22]1, predict the reaction product. (3) Given the reactants C(OC([N:8]1[CH2:13][CH2:12][CH:11]([C:14]2[CH:19]=[C:18]([OH:20])[N:17]=[C:16]([N:21]3[CH2:26][CH2:25][CH2:24][CH2:23][CH2:22]3)[N:15]=2)[CH2:10][CH2:9]1)=O)(C)(C)C.[ClH:27], predict the reaction product. The product is: [NH:8]1[CH2:13][CH2:12][CH:11]([C:14]2[N:15]=[C:16]([N:21]3[CH2:22][CH2:23][CH2:24][CH2:25][CH2:26]3)[N:17]=[C:18]([OH:20])[CH:19]=2)[CH2:10][CH2:9]1.[ClH:27]. (4) Given the reactants [F:1][C:2]1[CH:3]=[C:4]2[C:8](=[C:9]([C:12]([OH:14])=O)[C:10]=1[F:11])[NH:7][CH:6]=[CH:5]2.CN(C(ON1N=NC2C=CC=CC1=2)=[N+](C)C)C.[B-](F)(F)(F)F.C(N(CC)C(C)C)(C)C.[C:46]([C:50]1[CH:70]=[CH:69][C:53]([CH2:54][NH:55][CH2:56][CH2:57][C:58]2[CH:63]=[CH:62][CH:61]=[C:60]([O:64][C:65]([F:68])([F:67])[F:66])[CH:59]=2)=[CH:52][CH:51]=1)([CH3:49])([CH3:48])[CH3:47], predict the reaction product. The product is: [C:46]([C:50]1[CH:70]=[CH:69][C:53]([CH2:54][N:55]([CH2:56][CH2:57][C:58]2[CH:63]=[CH:62][CH:61]=[C:60]([O:64][C:65]([F:68])([F:67])[F:66])[CH:59]=2)[C:12]([C:9]2[C:10]([F:11])=[C:2]([F:1])[CH:3]=[C:4]3[C:8]=2[NH:7][CH:6]=[CH:5]3)=[O:14])=[CH:52][CH:51]=1)([CH3:49])([CH3:47])[CH3:48]. (5) Given the reactants [Cl:1][C:2]1[C:7]([CH2:8][NH:9][C:10](=[O:15])[C:11]([CH3:14])([CH3:13])[CH3:12])=[CH:6][CH:5]=[C:4]([Cl:16])[C:3]=1[NH:17][C:18]1[N:39]([CH3:40])[C:21]2=[N:22][C:23]([N:29]3[CH2:34][CH2:33][CH:32]([C:35]([F:38])([F:37])[F:36])[CH2:31][CH2:30]3)=[C:24]([C:26](O)=[O:27])[CH:25]=[C:20]2[N:19]=1.ClC(N(C)C)=C(C)C.[F:49][C:50]([F:60])([F:59])[O:51][C:52]1[CH:58]=[CH:57][C:55]([NH2:56])=[CH:54][CH:53]=1.N1C=CC=CC=1, predict the reaction product. The product is: [F:49][C:50]([F:59])([F:60])[O:51][C:52]1[CH:53]=[CH:54][C:55]([NH:56][C:26]([C:24]2[CH:25]=[C:20]3[N:19]=[C:18]([NH:17][C:3]4[C:4]([Cl:16])=[CH:5][CH:6]=[C:7]([CH2:8][NH:9][C:10](=[O:15])[C:11]([CH3:13])([CH3:14])[CH3:12])[C:2]=4[Cl:1])[N:39]([CH3:40])[C:21]3=[N:22][C:23]=2[N:29]2[CH2:30][CH2:31][CH:32]([C:35]([F:36])([F:38])[F:37])[CH2:33][CH2:34]2)=[O:27])=[CH:57][CH:58]=1. (6) Given the reactants [C:1]1(=[O:17])[N:5]([CH2:6][CH2:7][S:8](Cl)(=[O:10])=[O:9])[C:4](=[O:12])[C:3]2=[CH:13][CH:14]=[CH:15][CH:16]=[C:2]12.[C:18]1(=O)[N:22](CC)[C:21](=O)C2=CC=CC=C12.CNS(=O)=O, predict the reaction product. The product is: [C:4]1(=[O:12])[N:5]([CH2:6][CH3:7])[C:1](=[O:17])[C:2]2=[CH:16][CH:15]=[CH:14][CH:13]=[C:3]12.[CH3:21][N:22]([CH3:18])[SH:8](=[O:9])=[O:10].